From a dataset of Full USPTO retrosynthesis dataset with 1.9M reactions from patents (1976-2016). Predict the reactants needed to synthesize the given product. (1) Given the product [CH3:50][C:47]1([CH3:49])[C:46]([CH3:51])([CH3:52])[O:45][B:44]([C:54]2[CH:59]=[CH:58][C:57]([C:60]([F:63])([F:61])[F:62])=[CH:56][C:55]=2[C:64]2[CH2:69][CH2:68][N:67]([C:70]([O:72][C:73]([CH3:76])([CH3:75])[CH3:74])=[O:71])[CH2:66][CH:65]=2)[O:48]1, predict the reactants needed to synthesize it. The reactants are: CC(C1C=C(C(C)C)C(C2C=CC=CC=2P(C2CCCCC2)C2CCCCC2)=C(C(C)C)C=1)C.[B:44]1([B:44]2[O:48][C:47]([CH3:50])([CH3:49])[C:46]([CH3:52])([CH3:51])[O:45]2)[O:48][C:47]([CH3:50])([CH3:49])[C:46]([CH3:52])([CH3:51])[O:45]1.Br[C:54]1[CH:59]=[CH:58][C:57]([C:60]([F:63])([F:62])[F:61])=[CH:56][C:55]=1[C:64]1[CH2:69][CH2:68][N:67]([C:70]([O:72][C:73]([CH3:76])([CH3:75])[CH3:74])=[O:71])[CH2:66][CH:65]=1.P([O-])([O-])([O-])=O.[K+].[K+].[K+]. (2) Given the product [F:23][C:4]([F:3])([F:22])[O:5][C:6]1[CH:7]=[CH:8][C:9]([S:12]([N:15]2[CH2:16][CH2:17][CH:18]([OH:21])[CH2:19][CH2:20]2)(=[O:13])=[O:14])=[CH:10][CH:11]=1, predict the reactants needed to synthesize it. The reactants are: [BH4-].[Na+].[F:3][C:4]([F:23])([F:22])[O:5][C:6]1[CH:11]=[CH:10][C:9]([S:12]([N:15]2[CH2:20][CH2:19][C:18](=[O:21])[CH2:17][CH2:16]2)(=[O:14])=[O:13])=[CH:8][CH:7]=1.